From a dataset of Forward reaction prediction with 1.9M reactions from USPTO patents (1976-2016). Predict the product of the given reaction. (1) Given the reactants C[O:2][C:3]([C:5]1([CH2:13][NH:14][C:15]([O:17][C:18]([CH3:21])([CH3:20])[CH3:19])=[O:16])[C:7]2([CH2:12][CH2:11][CH2:10][CH2:9][CH2:8]2)[CH2:6]1)=O.C1C=CC2N(O)N=[N:28]C=2C=1.CN1CCOCC1.C(Cl)CCl.[OH-].[NH4+], predict the reaction product. The product is: [C:18]([O:17][C:15](=[O:16])[NH:14][CH2:13][C:5]1([C:3](=[O:2])[NH2:28])[C:7]2([CH2:12][CH2:11][CH2:10][CH2:9][CH2:8]2)[CH2:6]1)([CH3:21])([CH3:20])[CH3:19]. (2) Given the reactants [CH3:1][C:2]1[N:6]([CH2:7][C:8]([O:10]CC)=[O:9])[C:5]2[CH2:13][CH2:14][CH2:15][C:4]=2[C:3]=1[CH2:16][C:17]1[CH:22]=[CH:21][C:20]([S:23]([N:26]2[CH2:30][CH2:29][CH2:28][CH2:27]2)(=[O:25])=[O:24])=[CH:19][CH:18]=1.[Li+].[OH-], predict the reaction product. The product is: [CH3:1][C:2]1[N:6]([CH2:7][C:8]([OH:10])=[O:9])[C:5]2[CH2:13][CH2:14][CH2:15][C:4]=2[C:3]=1[CH2:16][C:17]1[CH:22]=[CH:21][C:20]([S:23]([N:26]2[CH2:30][CH2:29][CH2:28][CH2:27]2)(=[O:24])=[O:25])=[CH:19][CH:18]=1. (3) Given the reactants Br[C:2]1[N:7]=[C:6]([CH2:8][O:9][N:10]=[C:11]([C:18]2[N:22]([CH3:23])[N:21]=[N:20][N:19]=2)[C:12]2[CH:17]=[CH:16][CH:15]=[CH:14][CH:13]=2)[CH:5]=[CH:4][CH:3]=1.N#N.[CH:26]#[C:27][CH2:28][CH2:29][CH2:30][CH3:31].C(N(C(C)C)C(C)C)C, predict the reaction product. The product is: [C:26]([C:2]1[N:7]=[C:6]([CH2:8][O:9][N:10]=[C:11]([C:18]2[N:22]([CH3:23])[N:21]=[N:20][N:19]=2)[C:12]2[CH:17]=[CH:16][CH:15]=[CH:14][CH:13]=2)[CH:5]=[CH:4][CH:3]=1)#[C:27][CH2:28][CH2:29][CH2:30][CH3:31]. (4) Given the reactants Br[C:2]1[CH:7]=[CH:6][N:5]2[CH:8]=[C:9]([C:11]3[CH:16]=[CH:15][C:14]([O:17][CH3:18])=[CH:13][CH:12]=3)[N:10]=[C:4]2[CH:3]=1.Cl.[F:20][C@@H:21]1[CH2:25][CH2:24][NH:23][CH2:22]1, predict the reaction product. The product is: [F:20][C@@H:21]1[CH2:25][CH2:24][N:23]([C:2]2[CH:7]=[CH:6][N:5]3[CH:8]=[C:9]([C:11]4[CH:16]=[CH:15][C:14]([O:17][CH3:18])=[CH:13][CH:12]=4)[N:10]=[C:4]3[CH:3]=2)[CH2:22]1. (5) Given the reactants [CH:1]([N:4]1[CH2:9][CH2:8][N:7]([C:10]([C:12]2[CH:19]=[CH:18][C:15]([CH:16]=O)=[CH:14][CH:13]=2)=[O:11])[CH2:6][CH2:5]1)([CH3:3])[CH3:2].[NH:20]1[CH2:25][CH2:24][O:23][CH2:22][CH2:21]1.[BH-](OC(C)=O)(OC(C)=O)OC(C)=O.[Na+].[OH-].[Na+], predict the reaction product. The product is: [CH:1]([N:4]1[CH2:9][CH2:8][N:7]([C:10]([C:12]2[CH:19]=[CH:18][C:15]([CH2:16][N:20]3[CH2:25][CH2:24][O:23][CH2:22][CH2:21]3)=[CH:14][CH:13]=2)=[O:11])[CH2:6][CH2:5]1)([CH3:3])[CH3:2].